Dataset: Reaction yield outcomes from USPTO patents with 853,638 reactions. Task: Predict the reaction yield, written as a fraction of the theoretical maximum amount of product (1.0 means a 100% yield; for example, 0.34 means a 34% yield). (1) The reactants are [OH:1][C:2]1[CH:3]=[CH:4][CH:5]=[C:6]2[C:11]=1[N:10]=[CH:9][CH:8]=[CH:7]2.[Br:12][C:13]1[C:14]([O:23][CH3:24])=[C:15]([O:21][CH3:22])[CH:16]=[C:17]([CH:20]=1)[CH:18]=O.[C:25](#[N:29])[CH2:26][C:27]#[N:28].C1N2CCN(CC2)C1. The catalyst is C(O)C.O. The product is [NH2:29][C:25]1[O:1][C:2]2[C:11]3[C:6](=[CH:7][CH:8]=[CH:9][N:10]=3)[CH:5]=[CH:4][C:3]=2[CH:18]([C:17]2[CH:16]=[C:15]([O:21][CH3:22])[C:14]([O:23][CH3:24])=[C:13]([Br:12])[CH:20]=2)[C:26]=1[C:27]#[N:28]. The yield is 0.616. (2) The reactants are [Br:1][C:2]1[CH:7]=[CH:6][C:5]([CH2:8][C:9](O)=[O:10])=[C:4]([F:12])[CH:3]=1.S(Cl)([Cl:15])=O.CN(C=O)C. The catalyst is CC(=O)OCC. The product is [Br:1][C:2]1[CH:7]=[CH:6][C:5]([CH2:8][C:9]([Cl:15])=[O:10])=[C:4]([F:12])[CH:3]=1. The yield is 0.970. (3) The reactants are C(=O)([O-])[O-].[K+].[K+].[I-].[Na+].C(N(CC)CC)C.[CH2:16]([NH2:19])[CH:17]=[CH2:18].Br[CH2:21][C:22]([O:24]CC)=[O:23].[C:38]([O:37][C:35](O[C:35]([O:37][C:38]([CH3:41])([CH3:40])[CH3:39])=[O:36])=[O:36])([CH3:41])([CH3:40])[CH3:39].[OH-].[Na+].Cl. The catalyst is CN(C)C=O.C(O)C.CO. The product is [CH2:16]([N:19]([C:35]([O:37][C:38]([CH3:39])([CH3:40])[CH3:41])=[O:36])[CH2:21][C:22]([OH:24])=[O:23])[CH:17]=[CH2:18]. The yield is 0.650. (4) The catalyst is C(OCC)(=O)C.O.COCCOC.CN(C)C=O. The reactants are Cl[C:2]1[NH:7][C:6](=[O:8])[N:5]=[C:4]([N:9]2[CH2:14][CH2:13][N:12]([C:15]3[CH:20]=[CH:19][C:18]([F:21])=[CH:17][CH:16]=3)[CH2:11][CH2:10]2)[N:3]=1.[H-].[Li+].[Cl:24][C:25]1[CH:32]=[CH:31][C:28]([CH2:29]Br)=[CH:27][CH:26]=1.[CH2:33]([OH:37])[CH2:34][CH2:35][CH3:36]. The product is [CH2:33]([O:37][C:2]1[N:7]([CH2:29][C:28]2[CH:31]=[CH:32][C:25]([Cl:24])=[CH:26][CH:27]=2)[C:6](=[O:8])[N:5]=[C:4]([N:9]2[CH2:14][CH2:13][N:12]([C:15]3[CH:20]=[CH:19][C:18]([F:21])=[CH:17][CH:16]=3)[CH2:11][CH2:10]2)[N:3]=1)[CH2:34][CH2:35][CH3:36]. The yield is 0.210. (5) The reactants are [N+:1]([O-:4])(O)=[O:2].S(=O)(=O)(O)O.[CH3:10][O:11][C:12](=[O:27])[C:13]1[CH:18]=[CH:17][C:16]([C:19]([F:22])([F:21])[F:20])=[CH:15][C:14]=1[NH:23]C(=O)C. No catalyst specified. The product is [CH3:10][O:11][C:12](=[O:27])[C:13]1[CH:18]=[C:17]([N+:1]([O-:4])=[O:2])[C:16]([C:19]([F:22])([F:21])[F:20])=[CH:15][C:14]=1[NH2:23]. The yield is 0.0500. (6) The reactants are Br[C:2]1[CH:9]=[CH:8][C:5]([C:6]#[N:7])=[CH:4][C:3]=1[O:10][CH3:11].CC1(C)C(C)(C)OB([C:20]2[CH:21]=[C:22]([CH:26]=[O:27])[CH:23]=[N:24][CH:25]=2)O1.C([O-])([O-])=O.[Na+].[Na+]. The catalyst is O1CCOCC1.Cl[Pd](Cl)([P](C1C=CC=CC=1)(C1C=CC=CC=1)C1C=CC=CC=1)[P](C1C=CC=CC=1)(C1C=CC=CC=1)C1C=CC=CC=1. The product is [CH:26]([C:22]1[CH:21]=[C:20]([C:2]2[CH:9]=[CH:8][C:5]([C:6]#[N:7])=[CH:4][C:3]=2[O:10][CH3:11])[CH:25]=[N:24][CH:23]=1)=[O:27]. The yield is 1.00. (7) The reactants are [NH2:1][C@H:2]1[C:11]2[C:6](=[CH:7][CH:8]=[C:9]([C:12]3[CH:13]=[N:14][N:15]([CH2:17][CH2:18][O:19][CH3:20])[CH:16]=3)[CH:10]=2)[N:5]([C:21](=[O:23])[CH3:22])[C@@H:4]([CH3:24])[CH2:3]1.Br[C:26]1[CH:31]=[CH:30][CH:29]=[C:28]([Cl:32])[CH:27]=1.CN(C1C(C2C(P(C3CCCCC3)C3CCCCC3)=CC=CC=2)=CC=CC=1)C.CC(C)([O-])C.[Na+]. The catalyst is O1CCOCC1.C1C=CC(/C=C/C(/C=C/C2C=CC=CC=2)=O)=CC=1.C1C=CC(/C=C/C(/C=C/C2C=CC=CC=2)=O)=CC=1.C1C=CC(/C=C/C(/C=C/C2C=CC=CC=2)=O)=CC=1.[Pd].[Pd]. The product is [Cl:32][C:28]1[CH:27]=[C:26]([NH:1][C@H:2]2[C:11]3[C:6](=[CH:7][CH:8]=[C:9]([C:12]4[CH:13]=[N:14][N:15]([CH2:17][CH2:18][O:19][CH3:20])[CH:16]=4)[CH:10]=3)[N:5]([C:21](=[O:23])[CH3:22])[C@@H:4]([CH3:24])[CH2:3]2)[CH:31]=[CH:30][CH:29]=1. The yield is 0.290.